This data is from Peptide-MHC class I binding affinity with 185,985 pairs from IEDB/IMGT. The task is: Regression. Given a peptide amino acid sequence and an MHC pseudo amino acid sequence, predict their binding affinity value. This is MHC class I binding data. (1) The peptide sequence is HAEIESATL. The MHC is HLA-B57:01 with pseudo-sequence HLA-B57:01. The binding affinity (normalized) is 0.0847. (2) The peptide sequence is HMVVKSALL. The MHC is HLA-A23:01 with pseudo-sequence HLA-A23:01. The binding affinity (normalized) is 0.118. (3) The peptide sequence is SANRDVLML. The MHC is H-2-Db with pseudo-sequence H-2-Db. The binding affinity (normalized) is 0.135. (4) The peptide sequence is SMQKFGERA. The binding affinity (normalized) is 0.0641. The MHC is H-2-Db with pseudo-sequence H-2-Db. (5) The peptide sequence is TEPAAVGVGAV. The MHC is H-2-Kk with pseudo-sequence H-2-Kk. The binding affinity (normalized) is 0.341. (6) The peptide sequence is TLASIGTAF. The MHC is HLA-B35:01 with pseudo-sequence HLA-B35:01. The binding affinity (normalized) is 0.728.